Dataset: Forward reaction prediction with 1.9M reactions from USPTO patents (1976-2016). Task: Predict the product of the given reaction. (1) The product is: [CH3:72][O:71][C:56]1[CH:55]=[C:54]([NH:53][C:49]2[N:48]=[C:47]([O:46][C:39]3[C:40]4[C:45](=[CH:44][CH:43]=[CH:42][CH:41]=4)[C:36]([NH:35][C:19]([NH:18][C:16]4[N:15]([C:28]5[CH:33]=[CH:32][C:31]([CH3:34])=[CH:30][CH:29]=5)[N:14]=[C:13]([C:9]([CH3:10])([C:11]#[CH:12])[CH3:8])[CH:17]=4)=[O:20])=[CH:37][CH:38]=3)[CH:52]=[CH:51][N:50]=2)[CH:59]=[C:58]([O:60][CH2:61][CH2:62][O:63][CH2:64][CH2:65][O:66][CH2:67][CH2:68][O:69][CH3:70])[CH:57]=1. Given the reactants C(N(CC)CC)C.[CH3:8][C:9]([C:13]1[CH:17]=[C:16]([NH:18][C:19](=O)[O:20]C2C=CC=CC=2)[N:15]([C:28]2[CH:33]=[CH:32][C:31]([CH3:34])=[CH:30][CH:29]=2)[N:14]=1)([C:11]#[CH:12])[CH3:10].[NH2:35][C:36]1[C:45]2[C:40](=[CH:41][CH:42]=[CH:43][CH:44]=2)[C:39]([O:46][C:47]2[CH:52]=[CH:51][N:50]=[C:49]([NH:53][C:54]3[CH:59]=[C:58]([O:60][CH2:61][CH2:62][O:63][CH2:64][CH2:65][O:66][CH2:67][CH2:68][O:69][CH3:70])[CH:57]=[C:56]([O:71][CH3:72])[CH:55]=3)[N:48]=2)=[CH:38][CH:37]=1, predict the reaction product. (2) Given the reactants [CH3:1][O:2][C:3]([C:5]1[C:10](C)=[CH:9][C:8]([CH:12]2[CH2:16][CH2:15][O:14][CH2:13]2)=[C:7](Br)[N:6]=1)=[O:4].[Cl:18][C:19]1[CH:20]=[C:21](B(O)O)[CH:22]=[CH:23][CH:24]=1.C(=O)([O-])[O-].[Cs+].[Cs+], predict the reaction product. The product is: [CH3:1][O:2][C:3]([C:5]1[CH:10]=[CH:9][C:8]([CH:12]2[CH2:16][CH2:15][O:14][CH2:13]2)=[C:7]([C:23]2[CH:22]=[CH:21][CH:20]=[C:19]([Cl:18])[CH:24]=2)[N:6]=1)=[O:4]. (3) Given the reactants C[O:2][C:3](=[O:29])[C:4]([OH:28])=[CH:5][C:6]([C:8]1[C:16]2[C:11](=[CH:12][CH:13]=[C:14]([O:17][CH2:18][O:19][CH3:20])[CH:15]=2)[N:10]([C:21]([O:23][C:24]([CH3:27])([CH3:26])[CH3:25])=[O:22])[CH:9]=1)=[O:7].[OH-].[Li+], predict the reaction product. The product is: [C:24]([O:23][C:21]([N:10]1[C:11]2[C:16](=[CH:15][C:14]([O:17][CH2:18][O:19][CH3:20])=[CH:13][CH:12]=2)[C:8]([C:6](=[O:7])[CH:5]=[C:4]([OH:28])[C:3]([OH:29])=[O:2])=[CH:9]1)=[O:22])([CH3:27])([CH3:25])[CH3:26]. (4) Given the reactants [Li+].[CH3:2][Si]([N-][Si](C)(C)C)(C)C.[Si:11]([O:18][C@H:19]1[C:23](=[O:24])[N:22]([C:25]([O:27][C:28]([CH3:31])([CH3:30])[CH3:29])=[O:26])[C@H:21]([C:32]([O:34][CH3:35])=[O:33])[CH2:20]1)([C:14]([CH3:17])([CH3:16])[CH3:15])([CH3:13])[CH3:12].IC, predict the reaction product. The product is: [Si:11]([O:18][C:19]1([CH3:2])[C:23](=[O:24])[N:22]([C:25]([O:27][C:28]([CH3:29])([CH3:31])[CH3:30])=[O:26])[C@H:21]([C:32]([O:34][CH3:35])=[O:33])[CH2:20]1)([C:14]([CH3:17])([CH3:16])[CH3:15])([CH3:12])[CH3:13]. (5) Given the reactants [Cl:1][C:2]1[CH:7]=[C:6]([Cl:8])[CH:5]=[CH:4][C:3]=1[CH2:9][OH:10].Cl[C:12]1[CH:17]=[C:16](I)[CH:15]=[CH:14][N:13]=1.C([O-])([O-])=[O:20].[Cs+].[Cs+].N1C2C(=CC=C3C=2N=CC=C3)C=CC=1, predict the reaction product. The product is: [Cl:1][C:2]1[CH:7]=[C:6]([Cl:8])[CH:5]=[CH:4][C:3]=1[CH2:9][O:10][C:16]1[CH:15]=[CH:14][NH:13][C:12](=[O:20])[CH:17]=1.